This data is from Full USPTO retrosynthesis dataset with 1.9M reactions from patents (1976-2016). The task is: Predict the reactants needed to synthesize the given product. (1) Given the product [N+:48]([C:51]1[CH:56]=[CH:55][C:54]([NH:57][CH:58]2[CH2:59][CH2:60][N:61]([C:18](=[O:20])[CH2:17][CH2:16][CH:13]3[CH2:12][CH2:11][N:10]([C:7]4[CH:6]=[CH:5][C:4]([C:3]([F:21])([F:2])[F:22])=[CH:9][CH:8]=4)[CH2:15][CH2:14]3)[CH2:62][CH2:63]2)=[CH:53][C:52]=1[C:64]([F:67])([F:65])[F:66])([O-:50])=[O:49], predict the reactants needed to synthesize it. The reactants are: [Li+].[F:2][C:3]([F:22])([F:21])[C:4]1[CH:9]=[CH:8][C:7]([N:10]2[CH2:15][CH2:14][CH:13]([CH2:16][CH2:17][C:18]([O-:20])=O)[CH2:12][CH2:11]2)=[CH:6][CH:5]=1.F[P-](F)(F)(F)(F)F.CN(C)C(ON1C2C=CC=CC=2N=N1)=[N+](C)C.Cl.[N+:48]([C:51]1[CH:56]=[CH:55][C:54]([NH:57][CH:58]2[CH2:63][CH2:62][NH:61][CH2:60][CH2:59]2)=[CH:53][C:52]=1[C:64]([F:67])([F:66])[F:65])([O-:50])=[O:49].C(N(C(C)C)CC)(C)C.[O-2].[Al+3].[O-2].[O-2].[Al+3]. (2) Given the product [Br:15][C:12]1[CH:13]=[CH:14][C:9]([C:21]#[C:20][Si:17]([CH3:19])([CH3:18])[CH3:16])=[N:10][CH:11]=1, predict the reactants needed to synthesize it. The reactants are: C(N(CC)CC)C.Br[C:9]1[CH:14]=[CH:13][C:12]([Br:15])=[CH:11][N:10]=1.[CH3:16][Si:17]([C:20]#[CH:21])([CH3:19])[CH3:18]. (3) Given the product [Cl:1][C:2]1[CH:3]=[C:4]([NH:8][C:9]2[N:14]=[C:13]([C:15]3[CH:20]=[CH:19][N:18]=[C:17]([NH:21][CH2:22][CH2:23][CH2:24][NH:25][C:27](=[O:29])[CH3:28])[C:16]=3[CH3:26])[CH:12]=[CH:11][N:10]=2)[CH:5]=[CH:6][CH:7]=1, predict the reactants needed to synthesize it. The reactants are: [Cl:1][C:2]1[CH:3]=[C:4]([NH:8][C:9]2[N:14]=[C:13]([C:15]3[CH:20]=[CH:19][N:18]=[C:17]([NH:21][CH2:22][CH2:23][CH2:24][NH2:25])[C:16]=3[CH3:26])[CH:12]=[CH:11][N:10]=2)[CH:5]=[CH:6][CH:7]=1.[C:27](OC(=O)C)(=[O:29])[CH3:28]. (4) Given the product [CH2:23]([O:6][CH2:5][CH:4]([CH2:1][CH2:2][CH3:3])[CH2:7][CH2:8][CH2:9][CH2:10][CH3:11])[CH:25]1[O:27][CH2:26]1, predict the reactants needed to synthesize it. The reactants are: [CH2:1]([CH:4]([CH2:7][CH2:8][CH2:9][CH2:10][CH3:11])[CH2:5][OH:6])[CH2:2][CH3:3].[OH-].[Na+].CN(C)C1CCCCC1.[CH2:23]([CH:25]1[O:27][CH2:26]1)Cl. (5) The reactants are: [C:1]1([CH2:7][O:8][CH2:9][C@@H:10]([OH:17])[C@H:11]([CH2:14][CH:15]=[CH2:16])[CH2:12][OH:13])[CH:6]=[CH:5][CH:4]=[CH:3][CH:2]=1.[C:18](Cl)(=[O:25])[C:19]1[CH:24]=[CH:23][CH:22]=[CH:21][CH:20]=1.O. Given the product [C:18]([O:13][CH2:12][C@H:11]([C@H:10]([OH:17])[CH2:9][O:8][CH2:7][C:1]1[CH:6]=[CH:5][CH:4]=[CH:3][CH:2]=1)[CH2:14][CH:15]=[CH2:16])(=[O:25])[C:19]1[CH:24]=[CH:23][CH:22]=[CH:21][CH:20]=1, predict the reactants needed to synthesize it. (6) Given the product [CH3:28][N:1]1[CH2:6][CH2:5][CH:4]([C:7]2[O:11][C:10]([C:12]3[C:13]([NH2:25])=[N:14][CH:15]=[C:16]([C:18]4[CH:23]=[CH:22][C:21]([CH3:24])=[CH:20][CH:19]=4)[CH:17]=3)=[N:9][N:8]=2)[CH2:3][CH2:2]1, predict the reactants needed to synthesize it. The reactants are: [NH:1]1[CH2:6][CH2:5][CH:4]([C:7]2[O:11][C:10]([C:12]3[C:13]([NH2:25])=[N:14][CH:15]=[C:16]([C:18]4[CH:23]=[CH:22][C:21]([CH3:24])=[CH:20][CH:19]=4)[CH:17]=3)=[N:9][N:8]=2)[CH2:3][CH2:2]1.[H-].[Na+].[CH3:28]I.